This data is from Reaction yield outcomes from USPTO patents with 853,638 reactions. The task is: Predict the reaction yield, written as a fraction of the theoretical maximum amount of product (1.0 means a 100% yield; for example, 0.34 means a 34% yield). The reactants are [N:1]12[CH2:8][CH2:7][C:4]([C:9]([C:17]3[CH:22]=[CH:21][CH:20]=[CH:19][CH:18]=3)([C:11]3[CH:16]=[CH:15][CH:14]=[CH:13][CH:12]=3)[OH:10])([CH2:5][CH2:6]1)[CH2:3][CH2:2]2.[N+:23]([C:26]1[CH:27]=[C:28]([O:32][CH2:33][CH2:34][CH2:35][Br:36])[CH:29]=[CH:30][CH:31]=1)([O-:25])=[O:24]. The catalyst is CC#N. The product is [Br-:36].[OH:10][C:9]([C:17]1[CH:22]=[CH:21][CH:20]=[CH:19][CH:18]=1)([C:11]1[CH:12]=[CH:13][CH:14]=[CH:15][CH:16]=1)[C:4]12[CH2:5][CH2:6][N+:1]([CH2:35][CH2:34][CH2:33][O:32][C:28]3[CH:29]=[CH:30][CH:31]=[C:26]([N+:23]([O-:25])=[O:24])[CH:27]=3)([CH2:2][CH2:3]1)[CH2:8][CH2:7]2. The yield is 0.822.